Dataset: Catalyst prediction with 721,799 reactions and 888 catalyst types from USPTO. Task: Predict which catalyst facilitates the given reaction. (1) Product: [ClH:36].[ClH:1].[CH3:21][O:20][C:16]1[CH:15]=[C:7]([CH:6]=[C:5]([O:4][CH3:3])[C:17]=1[O:18][CH3:19])[CH2:8][N:9]1[CH2:14][CH2:13][N:12]([CH:23]([C:24]([C:26]2[CH:35]=[CH:34][C:33]3[C:28](=[CH:29][CH:30]=[C:31]([O:37][CH3:38])[C:32]=3[Cl:36])[CH:27]=2)=[O:25])[CH3:39])[CH2:11][CH2:10]1. The catalyst class is: 3. Reactant: [ClH:1].Cl.[CH3:3][O:4][C:5]1[CH:6]=[C:7]([CH:15]=[C:16]([O:20][CH3:21])[C:17]=1[O:18][CH3:19])[CH2:8][N:9]1[CH2:14][CH2:13][NH:12][CH2:11][CH2:10]1.Br[CH:23]([CH3:39])[C:24]([C:26]1[CH:35]=[CH:34][C:33]2[C:28](=[CH:29][CH:30]=[C:31]([O:37][CH3:38])[C:32]=2[Cl:36])[CH:27]=1)=[O:25].C([O-])([O-])=O.[K+].[K+]. (2) Reactant: CC(C)([O-])C.[K+].[F:7][C:8]1[N:9]=[C:10]([O:15][CH3:16])[C:11]([NH2:14])=[N:12][CH:13]=1.[F:17][C:18]1[CH:19]=[C:20]([S:24](Cl)(=[O:26])=[O:25])[CH:21]=[CH:22][CH:23]=1. Product: [F:17][C:18]1[CH:19]=[C:20]([S:24]([NH:14][C:11]2[C:10]([O:15][CH3:16])=[N:9][C:8]([F:7])=[CH:13][N:12]=2)(=[O:26])=[O:25])[CH:21]=[CH:22][CH:23]=1. The catalyst class is: 7. (3) Reactant: [F:1][C:2]([F:22])([F:21])[C:3]1[CH:8]=[CH:7][CH:6]=[CH:5][C:4]=1[C:9]1[CH:14]=[CH:13][N:12]2[N:15]=[CH:16][C:17]([C:18]([OH:20])=O)=[C:11]2[N:10]=1.[NH2:23][C:24]1[CH:29]=[CH:28][CH:27]=[CH:26][N:25]=1.CCN(C(C)C)C(C)C.CN(C(ON1N=NC2C=CC=NC1=2)=[N+](C)C)C.F[P-](F)(F)(F)(F)F. Product: [N:25]1[CH:26]=[CH:27][CH:28]=[CH:29][C:24]=1[NH:23][C:18]([C:17]1[CH:16]=[N:15][N:12]2[CH:13]=[CH:14][C:9]([C:4]3[CH:5]=[CH:6][CH:7]=[CH:8][C:3]=3[C:2]([F:22])([F:21])[F:1])=[N:10][C:11]=12)=[O:20]. The catalyst class is: 18. (4) Reactant: [CH:1]([NH:4][CH2:5][C:6]1[CH:22]=[CH:21][CH:20]=[CH:19][C:7]=1[O:8][CH2:9][CH2:10][CH2:11][CH2:12][CH2:13][C:14]([O:16][CH2:17][CH3:18])=[O:15])([CH3:3])[CH3:2].[Br:23][C:24]1[CH:32]=[CH:31][C:27]([C:28](O)=[O:29])=[CH:26][CH:25]=1.CN(C(ON1N=NC2C=CC=CC1=2)=[N+](C)C)C.F[P-](F)(F)(F)(F)F.C(N(CC)CC)C. Product: [Br:23][C:24]1[CH:32]=[CH:31][C:27]([C:28]([N:4]([CH2:5][C:6]2[CH:22]=[CH:21][CH:20]=[CH:19][C:7]=2[O:8][CH2:9][CH2:10][CH2:11][CH2:12][CH2:13][C:14]([O:16][CH2:17][CH3:18])=[O:15])[CH:1]([CH3:2])[CH3:3])=[O:29])=[CH:26][CH:25]=1. The catalyst class is: 18. (5) Reactant: [Na].[C:2]([NH:5][C:6]1[CH:11]=[CH:10][C:9]([SH:12])=[CH:8][CH:7]=1)(=[O:4])[CH3:3].Cl[C:14]1[CH:15]=[CH:16][C:17]([N+:21]([O-:23])=[O:22])=[C:18]([CH:20]=1)[NH2:19]. Product: [NH2:19][C:18]1[CH:20]=[C:14]([S:12][C:9]2[CH:10]=[CH:11][C:6]([NH:5][C:2](=[O:4])[CH3:3])=[CH:7][CH:8]=2)[CH:15]=[CH:16][C:17]=1[N+:21]([O-:23])=[O:22]. The catalyst class is: 8. (6) Reactant: Cl.[CH2:2]([O:9][C:10]([N:12]1[CH2:17][CH2:16][CH:15]([NH:18][C:19]2[CH:24]=[CH:23][C:22]([C:25]([NH:27][CH3:28])=[O:26])=[CH:21][CH:20]=2)[CH2:14][CH2:13]1)=[O:11])[C:3]1[CH:8]=[CH:7][CH:6]=[CH:5][CH:4]=1.N1C=CC=CC=1.C(OCC)(=O)C.[Cl:41][CH2:42][C:43](Cl)=[O:44]. Product: [CH2:2]([O:9][C:10]([N:12]1[CH2:17][CH2:16][CH:15]([N:18]([C:43](=[O:44])[CH2:42][Cl:41])[C:19]2[CH:24]=[CH:23][C:22]([C:25]([NH:27][CH3:28])=[O:26])=[CH:21][CH:20]=2)[CH2:14][CH2:13]1)=[O:11])[C:3]1[CH:8]=[CH:7][CH:6]=[CH:5][CH:4]=1. The catalyst class is: 6. (7) Reactant: [CH2:1]([O:8][C:9]([N:11]1[CH2:20][CH2:19][C:18]2[C:13](=[CH:14][C:15]([O:21][CH2:22][C:23]3([C:29]([O:31][CH2:32][CH3:33])=[O:30])[CH2:28][CH2:27][NH:26][CH2:25][CH2:24]3)=[CH:16][CH:17]=2)[CH2:12]1)=[O:10])[C:2]1[CH:7]=[CH:6][CH:5]=[CH:4][CH:3]=1.C(N(CC)CC)C.[Cl:41][C:42]1[N:47]=[C:46](Cl)[CH:45]=[CH:44][N:43]=1.O. Product: [CH2:1]([O:8][C:9]([N:11]1[CH2:20][CH2:19][C:18]2[C:13](=[CH:14][C:15]([O:21][CH2:22][C:23]3([C:29]([O:31][CH2:32][CH3:33])=[O:30])[CH2:24][CH2:25][N:26]([C:44]4[CH:45]=[CH:46][N:47]=[C:42]([Cl:41])[N:43]=4)[CH2:27][CH2:28]3)=[CH:16][CH:17]=2)[CH2:12]1)=[O:10])[C:2]1[CH:3]=[CH:4][CH:5]=[CH:6][CH:7]=1. The catalyst class is: 8. (8) Reactant: [I:1][C:2]1[CH:7]=[CH:6][C:5](/[C:8](/[C:12]2[CH:17]=[CH:16][CH:15]=[C:14]([C:18]([F:21])([F:20])[F:19])[CH:13]=2)=[CH:9]\[CH2:10][OH:11])=[CH:4][CH:3]=1.[CH3:22][C:23]1[CH:33]=[C:32](OC/C=C(/C2C=CC(C#CCN3CCOCC3)=CC=2)\C2C=CC=CC=2)[CH:31]=[CH:30][C:24]=1[O:25][CH2:26][C:27]([OH:29])=[O:28].[C:59]1(P(C2C=CC=CC=2)C2C=CC=CC=2)C=CC=CC=1.N(C(OC(C)C)=O)=NC(OC(C)C)=O. Product: [I:1][C:2]1[CH:7]=[CH:6][C:5](/[C:8](/[C:12]2[CH:17]=[CH:16][CH:15]=[C:14]([C:18]([F:19])([F:20])[F:21])[CH:13]=2)=[CH:9]\[CH2:10][O:11][C:32]2[CH:31]=[CH:30][C:24]([O:25][CH2:26][C:27]([O:29][CH3:59])=[O:28])=[C:23]([CH3:22])[CH:33]=2)=[CH:4][CH:3]=1. The catalyst class is: 359. (9) Reactant: Br[C:2]1[CH:10]=[C:9](/[CH:11]=[CH:12]/[CH:13]([C:18]2[CH:23]=[C:22]([Cl:24])[C:21]([Cl:25])=[C:20]([Cl:26])[CH:19]=2)[C:14]([F:17])([F:16])[F:15])[CH:8]=[CH:7][C:3]=1[C:4]([OH:6])=[O:5].[CH2:27]([Sn](CCCC)(CCCC)C=C)[CH2:28]CC.O. Product: [F:15][C:14]([F:17])([F:16])[CH:13]([C:18]1[CH:23]=[C:22]([Cl:24])[C:21]([Cl:25])=[C:20]([Cl:26])[CH:19]=1)/[CH:12]=[CH:11]/[C:9]1[CH:8]=[CH:7][C:3]([C:4]([OH:6])=[O:5])=[C:2]([CH:27]=[CH2:28])[CH:10]=1. The catalyst class is: 109. (10) Reactant: [NH:1]1[C:5]2[CH:6]=[CH:7][C:8]([NH2:10])=[CH:9][C:4]=2[N:3]=[CH:2]1.[OH:11][C:12]1[CH:13]=[CH:14][CH:15]=[C:16]2[C:21]=1[N:20]=[C:19]([CH:22]=O)[CH:18]=[CH:17]2.C([O:26][C:27](=O)[C:28](=[O:33])[CH2:29][C:30](=[O:32])[CH3:31])C. Product: [C:30]([C:29]1[CH:22]([C:19]2[CH:18]=[CH:17][C:16]3[C:21](=[C:12]([OH:11])[CH:13]=[CH:14][CH:15]=3)[N:20]=2)[N:10]([C:8]2[CH:7]=[CH:6][C:5]3[NH:1][CH:2]=[N:3][C:4]=3[CH:9]=2)[C:27](=[O:26])[C:28]=1[OH:33])(=[O:32])[CH3:31]. The catalyst class is: 8.